From a dataset of Reaction yield outcomes from USPTO patents with 853,638 reactions. Predict the reaction yield, written as a fraction of the theoretical maximum amount of product (1.0 means a 100% yield; for example, 0.34 means a 34% yield). (1) The reactants are [C:1]1(B(O)O)[CH:6]=[CH:5][CH:4]=[CH:3][CH:2]=1.Br[C:11]1[CH:24]=[CH:23][C:22]2[C:13](=[CH:14][C:15]3[C:20]([CH:21]=2)=[CH:19][CH:18]=[CH:17][CH:16]=3)[CH:12]=1.C(=O)([O-])[O-].[Na+].[Na+]. The catalyst is C1C=CC([P]([Pd]([P](C2C=CC=CC=2)(C2C=CC=CC=2)C2C=CC=CC=2)([P](C2C=CC=CC=2)(C2C=CC=CC=2)C2C=CC=CC=2)[P](C2C=CC=CC=2)(C2C=CC=CC=2)C2C=CC=CC=2)(C2C=CC=CC=2)C2C=CC=CC=2)=CC=1.C1(C)C=CC=CC=1. The product is [C:1]1([C:18]2[CH:17]=[CH:16][C:15]3[C:20](=[CH:21][C:22]4[C:13]([CH:14]=3)=[CH:12][CH:11]=[CH:24][CH:23]=4)[CH:19]=2)[CH:6]=[CH:5][CH:4]=[CH:3][CH:2]=1. The yield is 0.750. (2) The reactants are [CH3:1][NH:2][C:3]([C:5]1[CH:10]=[CH:9][C:8](B2OC(C)(C)C(C)(C)O2)=[CH:7][N:6]=1)=[O:4].Br[C:21]1[CH:22]=[C:23]2[C:28](=[CH:29][CH:30]=1)[N:27]([C:31]1[C:35]3[CH2:36][N:37]([C:40](=[O:42])[CH3:41])[CH2:38][CH2:39][C:34]=3[N:33]([C@H:43]3[CH2:47][CH2:46][O:45][CH2:44]3)[N:32]=1)[CH2:26][CH2:25][CH2:24]2.ClCCl. The product is [C:40]([N:37]1[CH2:38][CH2:39][C:34]2[N:33]([C@H:43]3[CH2:47][CH2:46][O:45][CH2:44]3)[N:32]=[C:31]([N:27]3[C:28]4[C:23](=[CH:22][C:21]([C:8]5[CH:9]=[CH:10][C:5]([C:3]([NH:2][CH3:1])=[O:4])=[N:6][CH:7]=5)=[CH:30][CH:29]=4)[CH2:24][CH2:25][CH2:26]3)[C:35]=2[CH2:36]1)(=[O:42])[CH3:41]. The catalyst is O1CCOCC1.O.C1C=CC(P(C2C=CC=CC=2)[C-]2C=CC=C2)=CC=1.C1C=CC(P(C2C=CC=CC=2)[C-]2C=CC=C2)=CC=1.Cl[Pd]Cl.[Fe+2]. The yield is 0.120. (3) The yield is 0.660. The catalyst is O1CCOCC1.C1C=CC([P]([Pd]([P](C2C=CC=CC=2)(C2C=CC=CC=2)C2C=CC=CC=2)([P](C2C=CC=CC=2)(C2C=CC=CC=2)C2C=CC=CC=2)[P](C2C=CC=CC=2)(C2C=CC=CC=2)C2C=CC=CC=2)(C2C=CC=CC=2)C2C=CC=CC=2)=CC=1. The product is [CH:24]1([N:22]([CH3:23])[C:4]2[C:5]([CH3:21])=[C:6]([CH:20]=[C:2]([C:40]3[CH:39]=[N:38][N:37]([CH2:36][CH2:35][N:32]4[CH2:33][CH2:34][O:29][CH2:30][CH2:31]4)[CH:41]=3)[CH:3]=2)[C:7]([NH:9][CH2:10][C:11]2[C:12](=[O:19])[NH:13][C:14]([CH3:18])=[CH:15][C:16]=2[CH3:17])=[O:8])[CH2:28][CH2:27][CH2:26][CH2:25]1. The reactants are Br[C:2]1[CH:3]=[C:4]([N:22]([CH:24]2[CH2:28][CH2:27][CH2:26][CH2:25]2)[CH3:23])[C:5]([CH3:21])=[C:6]([CH:20]=1)[C:7]([NH:9][CH2:10][C:11]1[C:12](=[O:19])[NH:13][C:14]([CH3:18])=[CH:15][C:16]=1[CH3:17])=[O:8].[O:29]1[CH2:34][CH2:33][N:32]([CH2:35][CH2:36][N:37]2[CH:41]=[C:40](B(O)O)[CH:39]=[N:38]2)[CH2:31][CH2:30]1.C([O-])([O-])=O.[Na+].[Na+].C(Cl)Cl. (4) The reactants are ClC(Cl)(OC(=O)[O:6][C:7]([Cl:10])(Cl)Cl)Cl.[CH3:13][O:14][C:15]1[CH:20]=[CH:19][C:18]([C:21]2[N:22]=[C:23]([CH:34]3[CH2:39][CH2:38][NH:37][CH2:36][CH2:35]3)[O:24][C:25]=2[C:26]2[CH:31]=[CH:30][C:29]([O:32][CH3:33])=[CH:28][CH:27]=2)=[CH:17][CH:16]=1.N1C=CC=CC=1. The catalyst is ClCCl. The product is [CH3:13][O:14][C:15]1[CH:20]=[CH:19][C:18]([C:21]2[N:22]=[C:23]([CH:34]3[CH2:39][CH2:38][N:37]([C:7]([Cl:10])=[O:6])[CH2:36][CH2:35]3)[O:24][C:25]=2[C:26]2[CH:31]=[CH:30][C:29]([O:32][CH3:33])=[CH:28][CH:27]=2)=[CH:17][CH:16]=1. The yield is 0.740. (5) The reactants are [F:1][C:2]1[CH:7]=[CH:6][CH:5]=[C:4]([F:8])[C:3]=1[N:9]1[C:14]2[N:15]=[C:16](S(C)(=O)=O)[N:17]=[C:18]([C:19]3[CH:24]=[CH:23][C:22]([F:25])=[CH:21][C:20]=3[CH3:26])[C:13]=2[CH:12]=[CH:11][C:10]1=[O:31].[NH2:32][CH2:33][CH2:34][C:35]1[N:39]=[CH:38][NH:37][CH:36]=1. No catalyst specified. The product is [F:1][C:2]1[CH:7]=[CH:6][CH:5]=[C:4]([F:8])[C:3]=1[N:9]1[C:14]2[N:15]=[C:16]([NH:32][CH2:33][CH2:34][C:35]3[N:39]=[CH:38][NH:37][CH:36]=3)[N:17]=[C:18]([C:19]3[CH:24]=[CH:23][C:22]([F:25])=[CH:21][C:20]=3[CH3:26])[C:13]=2[CH:12]=[CH:11][C:10]1=[O:31]. The yield is 0.310.